From a dataset of Catalyst prediction with 721,799 reactions and 888 catalyst types from USPTO. Predict which catalyst facilitates the given reaction. (1) Reactant: C([O:4][CH2:5][C:6]1[CH:11]=[CH:10][C:9]([C:12]2[N:13]=[C:14]([NH:27][C:28](=[O:30])[CH3:29])[S:15][C:16]=2[C:17]2[CH:22]=[CH:21][C:20]([S:23]([CH3:26])(=[O:25])=[O:24])=[CH:19][CH:18]=2)=[CH:8][CH:7]=1)(=O)C.C(=O)([O-])[O-].[K+].[K+].Cl. Product: [OH:4][CH2:5][C:6]1[CH:11]=[CH:10][C:9]([C:12]2[N:13]=[C:14]([NH:27][C:28](=[O:30])[CH3:29])[S:15][C:16]=2[C:17]2[CH:22]=[CH:21][C:20]([S:23]([CH3:26])(=[O:25])=[O:24])=[CH:19][CH:18]=2)=[CH:8][CH:7]=1. The catalyst class is: 5. (2) Reactant: Br[C:2]1[CH:3]=[CH:4][C:5]([N+:8]([O-:10])=[O:9])=[N:6][CH:7]=1.C(=O)([O-])[O-].[Cs+].[Cs+].[OH:17][C:18]1[CH:19]=[C:20]([NH:24][C:25](=[O:31])[O:26][C:27]([CH3:30])([CH3:29])[CH3:28])[CH:21]=[CH:22][CH:23]=1. Product: [C:27]([O:26][C:25](=[O:31])[NH:24][C:20]1[CH:21]=[CH:22][CH:23]=[C:18]([O:17][C:2]2[CH:7]=[N:6][C:5]([N+:8]([O-:10])=[O:9])=[CH:4][CH:3]=2)[CH:19]=1)([CH3:30])([CH3:28])[CH3:29]. The catalyst class is: 9. (3) Reactant: [OH:1][C:2]1[CH:7]=[CH:6][C:5]([C:8]2[C:9]([CH2:21][O:22][C:23](=[O:31])[C:24]3[CH:29]=[CH:28][C:27]([CH3:30])=[CH:26][CH:25]=3)=[C:10]3[C:15](=[CH:16][CH:17]=2)[NH:14][C:13]([CH3:19])([CH3:18])[CH:12]=[C:11]3[CH3:20])=[C:4]([O:32][CH3:33])[CH:3]=1.C(N(CC)CC)C.[C:41]1([C:46](Cl)=[O:47])[S:45][CH:44]=[CH:43][CH:42]=1. Product: [CH3:33][O:32][C:4]1[CH:3]=[C:2]([O:1][C:46]([C:41]2[S:45][CH:44]=[CH:43][CH:42]=2)=[O:47])[CH:7]=[CH:6][C:5]=1[C:8]1[C:9]([CH2:21][O:22][C:23](=[O:31])[C:24]2[CH:25]=[CH:26][C:27]([CH3:30])=[CH:28][CH:29]=2)=[C:10]2[C:15](=[CH:16][CH:17]=1)[NH:14][C:13]([CH3:19])([CH3:18])[CH:12]=[C:11]2[CH3:20]. The catalyst class is: 2. (4) Reactant: [O:1]1[C:5]2[CH:6]=[CH:7][CH:8]=[CH:9][C:4]=2[CH:3]=[C:2]1B(O)O.Br[C:14]1[CH:15]=[N:16][CH:17]=[CH:18][C:19]=1[CH:20]([OH:22])[CH3:21].C(=O)([O-])[O-].[Na+].[Na+].O.C(Cl)Cl. Product: [O:1]1[C:5]2[CH:6]=[CH:7][CH:8]=[CH:9][C:4]=2[CH:3]=[C:2]1[C:14]1[CH:15]=[N:16][CH:17]=[CH:18][C:19]=1[CH:20]([OH:22])[CH3:21]. The catalyst class is: 431. (5) Reactant: C(OC(CNC1C=C(OC)C=CC=1[C@@H]1CCC2C=C(OC(=O)C(C)(C)C)C=CC=2C1)=O)C.C(OC(CC1C=CC(C(O)=O)=CC=1)=O)C1C=CC=CC=1.C([O:60][C:61]([CH2:63][C:64]1[CH:103]=[CH:102][C:67]([C:68]([CH2:70][CH2:71][O:72][C:73]([CH2:75][NH:76][C:77]2[CH:82]=[C:81]([O:83][CH3:84])[CH:80]=[CH:79][C:78]=2[C@@H:85]2[CH2:94][CH2:93][C:92]3[CH:91]=[C:90]([O:95][C:96](=[O:101])[C:97]([CH3:100])([CH3:99])[CH3:98])[CH:89]=[CH:88][C:87]=3[CH2:86]2)=[O:74])=[O:69])=[CH:66][CH:65]=1)=[O:62])C1C=CC=CC=1. Product: [C:61]([CH2:63][C:64]1[CH:65]=[CH:66][C:67]([C:68]([CH2:70][CH2:71][O:72][C:73]([CH2:75][NH:76][C:77]2[CH:82]=[C:81]([O:83][CH3:84])[CH:80]=[CH:79][C:78]=2[C@@H:85]2[CH2:94][CH2:93][C:92]3[CH:91]=[C:90]([O:95][C:96](=[O:101])[C:97]([CH3:98])([CH3:100])[CH3:99])[CH:89]=[CH:88][C:87]=3[CH2:86]2)=[O:74])=[O:69])=[CH:102][CH:103]=1)([OH:62])=[O:60]. The catalyst class is: 19. (6) Reactant: [Cl:1][C:2]1[CH:7]=[CH:6][C:5]([C:8]2([CH:18]([C:22]#[N:23])C(O)=O)[CH2:17][CH2:16][C:11]3([O:15][CH2:14][CH2:13][O:12]3)[CH2:10][CH2:9]2)=[CH:4][CH:3]=1. Product: [Cl:1][C:2]1[CH:7]=[CH:6][C:5]([C:8]2([CH2:18][C:22]#[N:23])[CH2:9][CH2:10][C:11]3([O:12][CH2:13][CH2:14][O:15]3)[CH2:16][CH2:17]2)=[CH:4][CH:3]=1. The catalyst class is: 23. (7) Reactant: [Cl:1][C:2]1[CH:3]=[C:4]([NH:19][C:20]2[C:30]3[CH:29]=[C:28]([C:31](O)=[O:32])[CH2:27][CH2:26][NH:25][C:24]=3[N:23]=[CH:22][N:21]=2)[CH:5]=[CH:6][C:7]=1[O:8][C:9]1[CH:14]=[CH:13][CH:12]=[C:11]([C:15]([F:18])([F:17])[F:16])[CH:10]=1.[NH2:34][C@H:35]1[CH2:40][CH2:39][C@H:38]([OH:41])[CH2:37][CH2:36]1.Cl.C(N=C=NCCCN(C)C)C.O.ON1C2C=CC=CC=2N=N1. Product: [Cl:1][C:2]1[CH:3]=[C:4]([NH:19][C:20]2[C:30]3[CH:29]=[C:28]([C:31]([NH:34][C@H:35]4[CH2:40][CH2:39][C@H:38]([OH:41])[CH2:37][CH2:36]4)=[O:32])[CH2:27][CH2:26][NH:25][C:24]=3[N:23]=[CH:22][N:21]=2)[CH:5]=[CH:6][C:7]=1[O:8][C:9]1[CH:14]=[CH:13][CH:12]=[C:11]([C:15]([F:18])([F:17])[F:16])[CH:10]=1. The catalyst class is: 289. (8) Reactant: [Cl:1][C:2]1[CH:3]=[C:4]([NH:8][C:9]2[CH:14]=[C:13]([NH:15][CH:16]3[CH2:21][CH2:20][NH:19][CH2:18][CH2:17]3)[N:12]3[N:22]=[CH:23][C:24]([CH:25]=[C:26]4[NH:30][C:29](=[O:31])[NH:28][C:27]4=[O:32])=[C:11]3[N:10]=2)[CH:5]=[CH:6][CH:7]=1.CC(O)=O.[CH3:37][C:38]([CH3:40])=O.C(O[BH-](OC(=O)C)OC(=O)C)(=O)C.[Na+].C(=O)(O)[O-].[Na+]. Product: [Cl:1][C:2]1[CH:3]=[C:4]([NH:8][C:9]2[CH:14]=[C:13]([NH:15][CH:16]3[CH2:21][CH2:20][N:19]([CH:38]([CH3:40])[CH3:37])[CH2:18][CH2:17]3)[N:12]3[N:22]=[CH:23][C:24]([CH:25]=[C:26]4[NH:30][C:29](=[O:31])[NH:28][C:27]4=[O:32])=[C:11]3[N:10]=2)[CH:5]=[CH:6][CH:7]=1. The catalyst class is: 1. (9) Reactant: Cl[CH2:2][CH2:3][CH2:4][O:5][C:6]1[CH:15]=[C:14]2[C:9]([C:10]([NH:19][C:20]3[CH:25]=[CH:24][CH:23]=[C:22]([CH2:26][OH:27])[C:21]=3[CH3:28])=[C:11]([C:16]([NH2:18])=[O:17])[CH:12]=[N:13]2)=[CH:8][C:7]=1[O:29][CH3:30].[CH3:31][CH:32]1[O:37][CH:36]([CH3:38])[CH2:35][NH:34][CH2:33]1. Product: [CH3:38][C@H:36]1[O:37][C@H:32]([CH3:31])[CH2:33][N:34]([CH2:2][CH2:3][CH2:4][O:5][C:6]2[CH:15]=[C:14]3[C:9]([C:10]([NH:19][C:20]4[CH:25]=[CH:24][CH:23]=[C:22]([CH2:26][OH:27])[C:21]=4[CH3:28])=[C:11]([C:16]([NH2:18])=[O:17])[CH:12]=[N:13]3)=[CH:8][C:7]=2[O:29][CH3:30])[CH2:35]1. The catalyst class is: 57.